From a dataset of Full USPTO retrosynthesis dataset with 1.9M reactions from patents (1976-2016). Predict the reactants needed to synthesize the given product. (1) Given the product [CH3:1][O:2][C:3]([C:5]1[S:6][C:7]([N+:11]([O-:13])=[O:12])=[C:8]([S:22][C:18]2[CH:19]=[CH:20][CH:21]=[C:16]([O:15][CH3:14])[CH:17]=2)[CH:9]=1)=[O:4], predict the reactants needed to synthesize it. The reactants are: [CH3:1][O:2][C:3]([C:5]1[S:6][C:7]([N+:11]([O-:13])=[O:12])=[C:8](Br)[CH:9]=1)=[O:4].[CH3:14][O:15][C:16]1[CH:17]=[C:18]([SH:22])[CH:19]=[CH:20][CH:21]=1.C([O-])([O-])=O.[Cs+].[Cs+]. (2) Given the product [CH:17]([C:14]1[CH:13]=[CH:12][C:11]([CH:7]2[C:6]3[C:5]([CH3:20])=[C:4]([NH:21][C:22](=[O:28])[CH2:23][C:24]([CH3:25])([CH3:27])[CH3:26])[C:3]([CH3:29])=[C:2]([C:30]4[CH:35]=[CH:34][CH:33]=[CH:32][CH:31]=4)[C:10]=3[O:9][CH2:8]2)=[CH:16][CH:15]=1)([CH3:18])[CH3:19], predict the reactants needed to synthesize it. The reactants are: Br[C:2]1[C:10]2[O:9][CH2:8][CH:7]([C:11]3[CH:16]=[CH:15][C:14]([CH:17]([CH3:19])[CH3:18])=[CH:13][CH:12]=3)[C:6]=2[C:5]([CH3:20])=[C:4]([NH:21][C:22](=[O:28])[CH2:23][C:24]([CH3:27])([CH3:26])[CH3:25])[C:3]=1[CH3:29].[C:30]1(B(O)O)[CH:35]=[CH:34][CH:33]=[CH:32][CH:31]=1.C(=O)([O-])[O-].[Na+].[Na+].COCCOC. (3) Given the product [C:22]([CH2:21][CH2:20][C:3]1([C:7]([O:9][CH2:10][CH3:11])=[O:8])[CH2:4][CH2:5][CH2:6][N:1]([C:12]([O:14][C:15]([CH3:17])([CH3:16])[CH3:18])=[O:13])[CH2:2]1)#[N:23], predict the reactants needed to synthesize it. The reactants are: [N:1]1([C:12]([O:14][C:15]([CH3:18])([CH3:17])[CH3:16])=[O:13])[CH2:6][CH2:5][CH2:4][CH:3]([C:7]([O:9][CH2:10][CH3:11])=[O:8])[CH2:2]1.Br[CH2:20][CH2:21][C:22]#[N:23]. (4) The reactants are: [Br:1][C:2]1[CH:3]=[N:4][CH:5]=[C:6](I)[CH:7]=1.[CH3:9][N:10]1[CH:14]=[C:13](B2OC(C)(C)C(C)(C)O2)[CH:12]=[N:11]1.O.O.O.P([O-])([O-])([O-])=O.[K+].[K+].[K+]. Given the product [Br:1][C:2]1[CH:3]=[N:4][CH:5]=[C:6]([C:13]2[CH:12]=[N:11][N:10]([CH3:9])[CH:14]=2)[CH:7]=1, predict the reactants needed to synthesize it.